Dataset: Experimentally validated miRNA-target interactions with 360,000+ pairs, plus equal number of negative samples. Task: Binary Classification. Given a miRNA mature sequence and a target amino acid sequence, predict their likelihood of interaction. (1) The miRNA is hsa-miR-4262 with sequence GACAUUCAGACUACCUG. The protein sequence of the target gene is MNKSRWQSRRRHGRRSHQQNPWFRLRDSEDRSDSRAAQPAHDSGHGDDESPSTSSGTAGTSSVPELPGFYFDPEKKRYFRLLPGHNNCNPLTKESIRQKEMESKRLRLLQEEDRRKKIARMGFNASSMLRKSQLGFLNVTNYCHLAHELRLSCMERKKVQIRSMDPSALASDRFNLILADTNSDRLFTVNDVKVGGSKYGIINLQSLKTPTLKVFMHENLYFTNRKVNSVCWASLNHLDSHILLCLMGLAETPGCATLLPASLFVNSHPGIDRPGMLCSFRIPGAWSCAWSLNIQANNCF.... Result: 1 (interaction). (2) The miRNA is hsa-miR-7854-3p with sequence UGAGGUGACCGCAGAUGGGAA. The protein sequence of the target gene is MSWHPQYRSSKFRHVFGKPASKENCYDSVPITRSVHDNHFCAVNPHFIAVVTECAGGGAFLVIPLHQTGKLDPHYPKVCGHRGNVLDVKWNPFDDFEIASCSEDATIKIWSIPKQLLTRNLTAYRKELVGHARRVGLVEWHPTAANILFSAGYDYKVMIWNLDTKESVITSPMSTISCHQDVILSMSFNTNGSLLATTCKDRKIRVIDPRAGTVLQEASYKGHRASKVLFLGNLKKLMSTGTSRWNNRQVALWDQDNLSVPLMEEDLDGSSGVLFPFYDADTSMLYVVGKGDGNIRYYEV.... Result: 0 (no interaction). (3) The miRNA is mmu-miR-466p-3p with sequence AUACAUACACGCACACAUAAGA. The protein sequence of the target gene is MAAGVPCALVTSCSATFTGDRLVQHILGTEDAVVEATSSDAVRFYPWTIDNKYYSAEINLCVVPSKFLVTAEIAESVQAFVVYFDSTQKSGLDSVSSWLPLAEAWLAEVMILVCDRVCDDGINRQQAQEWCIKHGFELVELNPEELPEEDDDFPESTGVKRIVQALNANVWSNVVMKSDRSQGFSLLNSLAGANRRVASAESCHSEQQEPSPTAERTESLPGHHSGACGSAGAQVDSIVDPMLDLDIQELASLTTGGGDLENFERLFSKLKEMKDKAATLPHEQRKLHAEKVAKAFWMAI.... Result: 0 (no interaction). (4) The miRNA is hsa-miR-7157-3p with sequence UCUGUGCUACUGGAUGAAGAGU. The protein sequence of the target gene is MPVWGGGNKCGACGRTVYHAEEVQCDGRSFHRCCFLCMVCRKNLDSTTVAIHDEEIYCKSCYGKKYGPKGYGYGQGAGTLNMDRGERLGIKPESVQPHRPTTNPNTSKFAQKYGGAEKCSRCGDSVYAAEKIIGAGKPWHKNCFRCAKCGKSLESTTLTEKEGEIYCKGCYAKNFGPKGFGYGQGAGALVHAQ. Result: 1 (interaction). (5) The protein sequence of the target gene is MRSCFCVRRSRDPPPPQPPPPPPQRGTDQSTMPEVKDLSEALPETSMDPITGVGVVASRNRAPTGYDVVAQTADGVDADLWKDGLFKSKVTRYLCFTRSFSKENSHLGNVLVDMKLIDIKDTLPVGFIPIQETVDTQEVAFRKKRLCIKFIPRDSTEAAICDIRIMGRTKQAPPQYTFIGELNSMGIWYRMGRVPRNHDSSQPTTPSQSSAASTPAPNLPRHISLTLPATFRGRNSTRTDYEYQHSNLYAISAMDGVPFMISEKFSCVPESMQPFDLLGITIKSLAEIEKEYEYSFRTEQ.... The miRNA is hsa-miR-2355-3p with sequence AUUGUCCUUGCUGUUUGGAGAU. Result: 1 (interaction). (6) The miRNA is hsa-miR-103b with sequence UCAUAGCCCUGUACAAUGCUGCU. The protein sequence of the target gene is MDEDNLETALQTYRAQLQQVELALGAGLDASEQADLRQLQGDLKELIELTEASLLSVRKSKLLSTVDQESPAQEDAEYLAFQKAIAEEVEAPGAPCNDSETAPGSEVQPGSTSSALEEEEEDPDLEELSGAKVNAPYYSAWGTLEYHNAMVVGAEEAEDGSACVRVLYLYPTHKSLKPCPFFLEGKCRFKENCRFSHGQVVSVDELRPFQDPDLSLLQTGSACLAKHQDGLWHPARITDVDNGYYTVKFDSLLLKEAVVEGDSILPPLRTEATESSDSDTGDASDSSYARVVEPSTVDTG.... Result: 0 (no interaction).